This data is from Full USPTO retrosynthesis dataset with 1.9M reactions from patents (1976-2016). The task is: Predict the reactants needed to synthesize the given product. (1) The reactants are: [Cl:1][C:2]1[CH:3]=[C:4]([CH:8]2[C:16]3[C:11](=[CH:12][CH:13]=[CH:14][CH:15]=3)[NH:10][CH2:9]2)[CH:5]=[CH:6][CH:7]=1.CCN(C(C)C)C(C)C.[CH3:26][S:27](Cl)(=[O:29])=[O:28]. Given the product [CH3:26][S:27]([N:10]1[C:11]2[C:16](=[CH:15][CH:14]=[CH:13][CH:12]=2)[CH:8]([C:4]2[CH:5]=[CH:6][CH:7]=[C:2]([Cl:1])[CH:3]=2)[CH2:9]1)(=[O:29])=[O:28], predict the reactants needed to synthesize it. (2) Given the product [CH3:2][O:3][C:4](=[O:15])[C:5]1[CH:10]=[C:9]([N+:11]([O-:13])=[O:12])[C:8]([O:17][CH3:16])=[CH:7][C:6]=1[F:14], predict the reactants needed to synthesize it. The reactants are: [Na].[CH3:2][O:3][C:4](=[O:15])[C:5]1[CH:10]=[C:9]([N+:11]([O-:13])=[O:12])[CH:8]=[CH:7][C:6]=1[F:14].[CH3:16][OH:17]. (3) The reactants are: [F:1][C:2]([F:13])([C:5]1[CH:10]=[CH:9][C:8]([CH2:11][F:12])=[CH:7][N:6]=1)[CH2:3][OH:4].CCN(C(C)C)C(C)C.[O:23](S(C(F)(F)F)(=O)=O)[S:24]([C:27]([F:30])([F:29])[F:28])(=O)=[O:25].N#N. Given the product [F:28][C:27]([F:30])([F:29])[S:24]([O:4][CH2:3][C:2]([F:1])([F:13])[C:5]1[CH:10]=[CH:9][C:8]([CH2:11][F:12])=[CH:7][N:6]=1)(=[O:25])=[O:23], predict the reactants needed to synthesize it. (4) Given the product [CH2:16]([O:1][C:2]1[CH:3]=[C:4]([CH2:9][CH2:10][C:11]([O:13][CH2:14][CH3:15])=[O:12])[CH:5]=[CH:6][C:7]=1[O:8][CH2:20][C:26]#[CH:27])[C:17]#[CH:18], predict the reactants needed to synthesize it. The reactants are: [OH:1][C:2]1[CH:3]=[C:4]([CH2:9][CH2:10][C:11]([O:13][CH2:14][CH3:15])=[O:12])[CH:5]=[CH:6][C:7]=1[OH:8].[CH2:16](Br)[C:17]#[CH:18].[C:20](=O)([O-])[O-].[K+].[K+].[C:26](#N)[CH3:27]. (5) Given the product [CH3:37][CH:35]([N:32]1[CH2:33][CH2:34][CH:29]([O:28][C:25]2[CH:26]=[CH:27][C:22]([C:9]3[CH2:14][CH2:13][NH:12][CH2:11][CH:10]=3)=[CH:23][CH:24]=2)[CH2:30][CH2:31]1)[CH3:36], predict the reactants needed to synthesize it. The reactants are: FC(F)(F)C(O)=O.O[C:9]1([C:22]2[CH:27]=[CH:26][C:25]([O:28][CH:29]3[CH2:34][CH2:33][N:32]([CH:35]([CH3:37])[CH3:36])[CH2:31][CH2:30]3)=[CH:24][CH:23]=2)[CH2:14][CH2:13][N:12](C(OC(C)(C)C)=O)[CH2:11][CH2:10]1. (6) Given the product [C:9]([O:13][C:14](=[O:15])[NH:8][C:6]1[S:5][N:4]=[C:3]([S:2][CH3:1])[N:7]=1)([CH3:12])([CH3:11])[CH3:10], predict the reactants needed to synthesize it. The reactants are: [CH3:1][S:2][C:3]1[N:7]=[C:6]([NH2:8])[S:5][N:4]=1.[C:9]([O:13][C:14](O[C:14]([O:13][C:9]([CH3:12])([CH3:11])[CH3:10])=[O:15])=[O:15])([CH3:12])([CH3:11])[CH3:10].C[Si](C)(C)[N-][Si](C)(C)C.[Na+].